Task: Predict the reactants needed to synthesize the given product.. Dataset: Full USPTO retrosynthesis dataset with 1.9M reactions from patents (1976-2016) (1) Given the product [Br:1][C:2]1[CH:7]=[C:6]([O:8][CH3:9])[C:5]([O:10][CH:11]([F:13])[F:12])=[CH:4][C:3]=1[CH2:14][C:15]([Cl:21])=[O:17], predict the reactants needed to synthesize it. The reactants are: [Br:1][C:2]1[CH:7]=[C:6]([O:8][CH3:9])[C:5]([O:10][CH:11]([F:13])[F:12])=[CH:4][C:3]=1[CH2:14][C:15]([OH:17])=O.C(Cl)(=O)C([Cl:21])=O.CN(C=O)C. (2) Given the product [Cl:42][C:43]1[CH:52]=[C:51]2[C:46]([C:47]([NH2:74])=[CH:48][CH2:49][N:50]2[CH:53]([C:67]2[CH:72]=[CH:71][C:70]([Cl:73])=[CH:69][CH:68]=2)[C:54]2[CH:59]=[CH:58][C:57]([CH2:60][N:61]3[CH2:66][CH2:65][NH:17][CH2:63][CH2:62]3)=[CH:56][CH:55]=2)=[CH:45][CH:44]=1, predict the reactants needed to synthesize it. The reactants are: ClC1C=CC(C(C2C=CC(C[N:17]3CCN(C(OC(C)(C)C)=O)CC3)=CC=2)O)=CC=1.ClC1C2C(=CC(Cl)=CC=2)N=CC=1.[Cl:42][C:43]1[CH:52]=[C:51]2[C:46]([C:47]([NH2:74])=[CH:48][CH2:49][N:50]2[CH:53]([C:67]2[CH:72]=[CH:71][C:70]([Cl:73])=[CH:69][CH:68]=2)[C:54]2[CH:59]=[CH:58][C:57]([CH2:60][N:61]3[CH2:66][CH2:65]O[CH2:63][CH2:62]3)=[CH:56][CH:55]=2)=[CH:45][CH:44]=1. (3) Given the product [Br:1][C:2]1[C:10]([CH3:37])=[CH:9][C:8]2[C:4](=[CH:5][N:6]([CH2:23][CH:24]3[CH2:25][CH2:26][N:27]([C:30]([O:32][C:33]([CH3:35])([CH3:34])[CH3:36])=[O:31])[CH2:28][CH2:29]3)[N:7]=2)[CH:3]=1, predict the reactants needed to synthesize it. The reactants are: [Br:1][C:2]1[C:3](C)=[C:4]2[C:8](=[CH:9][CH:10]=1)[NH:7][N:6]=[CH:5]2.S(O[CH2:23][CH:24]1[CH2:29][CH2:28][N:27]([C:30]([O:32][C:33]([CH3:36])([CH3:35])[CH3:34])=[O:31])[CH2:26][CH2:25]1)(C1C=CC(C)=CC=1)(=O)=O.[C:37](=O)([O-])[O-].[Cs+].[Cs+].O. (4) Given the product [C:39]([N:23]1[CH2:24][CH2:25][CH:20]([N:19]([CH2:26][C:27]2[CH:28]=[C:29]([CH2:33][C:34]([O:36][CH3:37])=[O:35])[CH:30]=[CH:31][CH:32]=2)[CH2:18][CH2:17][CH2:16][N:6]2[C:5](=[O:38])[NH:4][C:3]3[C:7]2=[N:8][C:9]([O:11][CH2:12][CH2:13][CH2:14][CH3:15])=[N:10][C:2]=3[NH2:1])[CH2:21][CH2:22]1)(=[O:41])[CH3:40], predict the reactants needed to synthesize it. The reactants are: [NH2:1][C:2]1[N:10]=[C:9]([O:11][CH2:12][CH2:13][CH2:14][CH3:15])[N:8]=[C:7]2[C:3]=1[NH:4][C:5](=[O:38])[N:6]2[CH2:16][CH2:17][CH2:18][N:19]([CH2:26][C:27]1[CH:28]=[C:29]([CH2:33][C:34]([O:36][CH3:37])=[O:35])[CH:30]=[CH:31][CH:32]=1)[CH:20]1[CH2:25][CH2:24][NH:23][CH2:22][CH2:21]1.[C:39](Cl)(=[O:41])[CH3:40].